This data is from NCI-60 drug combinations with 297,098 pairs across 59 cell lines. The task is: Regression. Given two drug SMILES strings and cell line genomic features, predict the synergy score measuring deviation from expected non-interaction effect. (1) Synergy scores: CSS=13.1, Synergy_ZIP=4.35, Synergy_Bliss=9.68, Synergy_Loewe=3.79, Synergy_HSA=6.10. Drug 1: CC(C1=C(C=CC(=C1Cl)F)Cl)OC2=C(N=CC(=C2)C3=CN(N=C3)C4CCNCC4)N. Drug 2: CC1CCCC2(C(O2)CC(NC(=O)CC(C(C(=O)C(C1O)C)(C)C)O)C(=CC3=CSC(=N3)C)C)C. Cell line: SF-268. (2) Drug 1: C1=CC(=CC=C1C#N)C(C2=CC=C(C=C2)C#N)N3C=NC=N3. Drug 2: COC1=NC(=NC2=C1N=CN2C3C(C(C(O3)CO)O)O)N. Cell line: PC-3. Synergy scores: CSS=-3.02, Synergy_ZIP=-0.502, Synergy_Bliss=-2.04, Synergy_Loewe=-3.92, Synergy_HSA=-3.88. (3) Drug 1: C1CCC(CC1)NC(=O)N(CCCl)N=O. Drug 2: CN(CC1=CN=C2C(=N1)C(=NC(=N2)N)N)C3=CC=C(C=C3)C(=O)NC(CCC(=O)O)C(=O)O. Cell line: COLO 205. Synergy scores: CSS=22.1, Synergy_ZIP=-6.58, Synergy_Bliss=0.812, Synergy_Loewe=-9.43, Synergy_HSA=2.68. (4) Drug 1: CC12CCC3C(C1CCC2OP(=O)(O)O)CCC4=C3C=CC(=C4)OC(=O)N(CCCl)CCCl.[Na+]. Drug 2: COCCOC1=C(C=C2C(=C1)C(=NC=N2)NC3=CC=CC(=C3)C#C)OCCOC.Cl. Cell line: HT29. Synergy scores: CSS=-26.5, Synergy_ZIP=20.5, Synergy_Bliss=27.3, Synergy_Loewe=-6.06, Synergy_HSA=-1.59. (5) Drug 1: C1C(C(OC1N2C=NC3=C(N=C(N=C32)Cl)N)CO)O. Drug 2: CC1=C2C(C(=O)C3(C(CC4C(C3C(C(C2(C)C)(CC1OC(=O)C(C(C5=CC=CC=C5)NC(=O)C6=CC=CC=C6)O)O)OC(=O)C7=CC=CC=C7)(CO4)OC(=O)C)O)C)OC(=O)C. Cell line: OVCAR-8. Synergy scores: CSS=35.2, Synergy_ZIP=-5.54, Synergy_Bliss=-4.74, Synergy_Loewe=-8.34, Synergy_HSA=-1.22. (6) Drug 1: CN(C)C1=NC(=NC(=N1)N(C)C)N(C)C. Drug 2: CN1C2=C(C=C(C=C2)N(CCCl)CCCl)N=C1CCCC(=O)O.Cl. Cell line: SK-MEL-5. Synergy scores: CSS=-11.3, Synergy_ZIP=2.79, Synergy_Bliss=-4.44, Synergy_Loewe=-11.6, Synergy_HSA=-10.8.